Regression. Given a peptide amino acid sequence and an MHC pseudo amino acid sequence, predict their binding affinity value. This is MHC class I binding data. From a dataset of Peptide-MHC class I binding affinity with 185,985 pairs from IEDB/IMGT. (1) The peptide sequence is NAVKNNYDF. The MHC is H-2-Kb with pseudo-sequence H-2-Kb. The binding affinity (normalized) is 0.148. (2) The peptide sequence is FPPKYAAAF. The MHC is Mamu-A2201 with pseudo-sequence Mamu-A2201. The binding affinity (normalized) is 0.429. (3) The peptide sequence is KVMDFGIAR. The MHC is HLA-A26:02 with pseudo-sequence HLA-A26:02. The binding affinity (normalized) is 0.0847. (4) The peptide sequence is KEWCGNLIV. The MHC is HLA-B73:01 with pseudo-sequence HLA-B73:01. The binding affinity (normalized) is 0.0847. (5) The peptide sequence is LPYPQPQPF. The binding affinity (normalized) is 0.389. The MHC is HLA-B54:01 with pseudo-sequence HLA-B54:01. (6) The peptide sequence is LFQPLHTVM. The MHC is HLA-A01:01 with pseudo-sequence HLA-A01:01. The binding affinity (normalized) is 0.213.